From a dataset of Reaction yield outcomes from USPTO patents with 853,638 reactions. Predict the reaction yield, written as a fraction of the theoretical maximum amount of product (1.0 means a 100% yield; for example, 0.34 means a 34% yield). (1) The reactants are [Cl:1][C:2]1[CH:7]=[CH:6][CH:5]=[C:4]([Cl:8])[C:3]=1[C:9]1[N:27]([CH2:28][CH:29]2S[CH2:33][CH2:32][NH:31][CH2:30]2)[C:12]2[N:13]=[C:14]([NH:17][CH2:18][C:19]3[CH:24]=[CH:23][C:22]([F:25])=[C:21]([F:26])[CH:20]=3)[N:15]=[CH:16][C:11]=2[CH:10]=1.Cl[C:36]1N=CC2C=C(C3C(Cl)=CC=CC=3Cl)N(C3CCCN(C(OC(C)(C)C)=O)CC3)C=2N=1. No catalyst specified. The product is [NH:31]1[CH2:32][CH2:33][CH2:36][CH:28]([N:27]2[C:12]3[N:13]=[C:14]([NH:17][CH2:18][C:19]4[CH:24]=[CH:23][C:22]([F:25])=[C:21]([F:26])[CH:20]=4)[N:15]=[CH:16][C:11]=3[CH:10]=[C:9]2[C:3]2[C:2]([Cl:1])=[CH:7][CH:6]=[CH:5][C:4]=2[Cl:8])[CH2:29][CH2:30]1. The yield is 0.440. (2) The reactants are [H-].[Na+].[CH:3]([OH:6])([CH3:5])[CH3:4].Br[C:8]1[CH:9]=[N:10][CH:11]=[C:12]([Br:14])[CH:13]=1. The catalyst is CN(C=O)C.O. The product is [Br:14][C:12]1[CH:11]=[N:10][CH:9]=[C:8]([O:6][CH:3]([CH3:5])[CH3:4])[CH:13]=1. The yield is 0.260. (3) The reactants are [NH2:1][C:2]1[N:6]=[CH:5][N:4]([C:7]2[CH:14]=[CH:13][C:12](/[CH:15]=[CH:16]/[CH:17]([C:22]3[CH:27]=[C:26]([Cl:28])[C:25]([Cl:29])=[C:24]([Cl:30])[CH:23]=3)[C:18]([F:21])([F:20])[F:19])=[CH:11][C:8]=2[C:9]#[N:10])[N:3]=1.[CH:31]1([C:34](Cl)=[O:35])[CH2:33][CH2:32]1. The catalyst is C(Cl)Cl. The product is [C:9]([C:8]1[CH:11]=[C:12](/[CH:15]=[CH:16]/[CH:17]([C:22]2[CH:23]=[C:24]([Cl:30])[C:25]([Cl:29])=[C:26]([Cl:28])[CH:27]=2)[C:18]([F:19])([F:20])[F:21])[CH:13]=[CH:14][C:7]=1[N:4]1[CH:5]=[N:6][C:2]([NH:1][C:34]([CH:31]2[CH2:33][CH2:32]2)=[O:35])=[N:3]1)#[N:10]. The yield is 0.340. (4) The reactants are [Br:1][C:2]1[CH:3]=[CH:4][C:5]([O:15][CH2:16][C:17]2[CH:22]=[CH:21][C:20]([O:23][CH3:24])=[CH:19][CH:18]=2)=[C:6]([C:8](=O)[CH2:9][CH2:10][C:11](=O)[CH3:12])[CH:7]=1.[CH2:25]([O:27][C:28](=[O:36])[C:29]1[CH:34]=[CH:33][CH:32]=[C:31]([NH2:35])[CH:30]=1)[CH3:26]. The catalyst is C1(C)C=CC=CC=1. The product is [CH2:25]([O:27][C:28](=[O:36])[C:29]1[CH:34]=[CH:33][CH:32]=[C:31]([N:35]2[C:11]([CH3:12])=[CH:10][CH:9]=[C:8]2[C:6]2[CH:7]=[C:2]([Br:1])[CH:3]=[CH:4][C:5]=2[O:15][CH2:16][C:17]2[CH:22]=[CH:21][C:20]([O:23][CH3:24])=[CH:19][CH:18]=2)[CH:30]=1)[CH3:26]. The yield is 0.600.